From a dataset of Peptide-MHC class I binding affinity with 185,985 pairs from IEDB/IMGT. Regression. Given a peptide amino acid sequence and an MHC pseudo amino acid sequence, predict their binding affinity value. This is MHC class I binding data. (1) The peptide sequence is RKLTNPANK. The MHC is HLA-A02:11 with pseudo-sequence HLA-A02:11. The binding affinity (normalized) is 0.0847. (2) The binding affinity (normalized) is 0. The peptide sequence is ETKLGKAGY. The MHC is HLA-B58:01 with pseudo-sequence HLA-B58:01. (3) The peptide sequence is ITPNNLNKI. The MHC is HLA-A02:02 with pseudo-sequence HLA-A02:02. The binding affinity (normalized) is 0.0364. (4) The peptide sequence is GRVIPRMLY. The MHC is HLA-A11:01 with pseudo-sequence HLA-A11:01. The binding affinity (normalized) is 0.0847. (5) The peptide sequence is SSIIKTFVV. The MHC is HLA-C15:02 with pseudo-sequence HLA-C15:02. The binding affinity (normalized) is 0.692. (6) The peptide sequence is EPFSRRHPL. The MHC is HLA-B15:17 with pseudo-sequence HLA-B15:17. The binding affinity (normalized) is 0.454. (7) The peptide sequence is MLPIYDQAAKM. The MHC is Mamu-A01 with pseudo-sequence Mamu-A01. The binding affinity (normalized) is 0.241. (8) The peptide sequence is GLKELGDWV. The MHC is HLA-A24:02 with pseudo-sequence HLA-A24:02. The binding affinity (normalized) is 0.0847. (9) The peptide sequence is YQILQPIL. The MHC is HLA-B27:05 with pseudo-sequence HLA-B27:05. The binding affinity (normalized) is 0.0824. (10) The peptide sequence is VYKKGNTWV. The MHC is H-2-Kd with pseudo-sequence H-2-Kd. The binding affinity (normalized) is 0.729.